Dataset: Catalyst prediction with 721,799 reactions and 888 catalyst types from USPTO. Task: Predict which catalyst facilitates the given reaction. (1) Product: [CH:15]([O:14][C:11]1[CH:12]=[CH:13][C:8]([C:4]2[CH:3]=[C:2]([O:1][CH3:19])[N:6]([CH3:7])[N:5]=2)=[CH:9][C:10]=1[CH3:18])([CH3:16])[CH3:17]. Reactant: [OH:1][C:2]1[N:6]([CH3:7])[N:5]=[C:4]([C:8]2[CH:13]=[CH:12][C:11]([O:14][CH:15]([CH3:17])[CH3:16])=[C:10]([CH3:18])[CH:9]=2)[CH:3]=1.[CH3:19]N(C)C=O.[H-].[Na+].S(OC)(OC)(=O)=O. The catalyst class is: 6. (2) Reactant: [CH2:1]([N:4]([CH2:25][CH2:26][CH3:27])[C:5](=[O:24])[NH:6][C:7]1[CH:8]=[C:9]([C:13]#[C:14][CH2:15][NH:16][C:17](=[O:23])[O:18][C:19]([CH3:22])([CH3:21])[CH3:20])[CH:10]=[CH:11][CH:12]=1)[CH2:2][CH3:3]. Product: [CH2:25]([N:4]([CH2:1][CH2:2][CH3:3])[C:5](=[O:24])[NH:6][C:7]1[CH:8]=[C:9]([CH2:13][CH2:14][CH2:15][NH:16][C:17](=[O:23])[O:18][C:19]([CH3:21])([CH3:20])[CH3:22])[CH:10]=[CH:11][CH:12]=1)[CH2:26][CH3:27]. The catalyst class is: 50. (3) Reactant: C1(P(C2CCCCC2)C2C=CC=CC=2C2C(C(C)C)=CC(C(C)C)=CC=2C(C)C)CCCCC1.[NH2:35][C:36]1[CH:41]=[C:40]([N:42]2[CH2:47][CH2:46][O:45][CH2:44][CH2:43]2)[N:39]=[CH:38][C:37]=1[C:48]1[CH:49]=[C:50]([NH:54][S:55]([CH3:58])(=[O:57])=[O:56])[CH:51]=[CH:52][CH:53]=1.Cl[C:60]1[C:69]2[C:64](=[CH:65][C:66]([F:71])=[CH:67][C:68]=2[F:70])[N:63]=[C:62]([N:72]2[CH2:77][CH2:76][N:75]([C:78]([O:80][C:81]([CH3:84])([CH3:83])[CH3:82])=[O:79])[CH2:74][CH2:73]2)[C:61]=1[CH3:85].CC(C)([O-])C.[Na+]. Product: [F:70][C:68]1[CH:67]=[C:66]([F:71])[CH:65]=[C:64]2[C:69]=1[C:60]([NH:35][C:36]1[C:37]([C:48]3[CH:53]=[CH:52][CH:51]=[C:50]([NH:54][S:55]([CH3:58])(=[O:57])=[O:56])[CH:49]=3)=[CH:38][N:39]=[C:40]([N:42]3[CH2:43][CH2:44][O:45][CH2:46][CH2:47]3)[CH:41]=1)=[C:61]([CH3:85])[C:62]([N:72]1[CH2:77][CH2:76][N:75]([C:78]([O:80][C:81]([CH3:83])([CH3:82])[CH3:84])=[O:79])[CH2:74][CH2:73]1)=[N:63]2. The catalyst class is: 101. (4) Product: [C:21]([O:20][C:18]([N:4]1[CH2:5][CH2:6][CH2:7][O:1][CH:2]([CH2:8][OH:9])[CH2:3]1)=[O:17])([CH3:24])([CH3:23])[CH3:22]. The catalyst class is: 2. Reactant: [O:1]1[CH2:7][CH2:6][CH2:5][NH:4][CH2:3][CH:2]1[CH2:8][OH:9].C(N(CC)CC)C.[O:17](C(OC(C)(C)C)=O)[C:18]([O:20][C:21]([CH3:24])([CH3:23])[CH3:22])=O.